This data is from Forward reaction prediction with 1.9M reactions from USPTO patents (1976-2016). The task is: Predict the product of the given reaction. (1) Given the reactants C(=O)([O-])[O-].[K+].[K+].[OH:7][C:8]1[C:13]([CH2:14][CH2:15][CH3:16])=[C:12]([OH:17])[CH:11]=[CH:10][C:9]=1[C:18](=[O:20])[CH3:19].[CH3:21][O:22][C:23](=[O:36])[C:24]1[CH:29]=[CH:28][C:27]([O:30][CH2:31][CH2:32][CH2:33][CH2:34]Br)=[CH:26][CH:25]=1, predict the reaction product. The product is: [CH3:21][O:22][C:23](=[O:36])[C:24]1[CH:29]=[CH:28][C:27]([O:30][CH2:31][CH2:32][CH2:33][CH2:34][O:17][C:12]2[CH:11]=[CH:10][C:9]([C:18](=[O:20])[CH3:19])=[C:8]([OH:7])[C:13]=2[CH2:14][CH2:15][CH3:16])=[CH:26][CH:25]=1. (2) Given the reactants Br[CH2:2][C:3]1[CH:4]=[CH:5][C:6]([F:12])=[C:7]([CH2:9][CH2:10][OH:11])[CH:8]=1.FC(F)(F)C(O)=O.[CH:20]([C:23]1[S:24][CH:25]=[C:26]([C:28]([N:30]2[CH2:35][C:34]3([CH2:40][CH2:39][NH:38][CH2:37][CH2:36]3)[O:33][CH2:32][CH2:31]2)=[O:29])[N:27]=1)([CH3:22])[CH3:21].C(N(CC)CC)C, predict the reaction product. The product is: [F:12][C:6]1[CH:5]=[CH:4][C:3]([CH2:2][N:38]2[CH2:39][CH2:40][C:34]3([O:33][CH2:32][CH2:31][N:30]([C:28]([C:26]4[N:27]=[C:23]([CH:20]([CH3:21])[CH3:22])[S:24][CH:25]=4)=[O:29])[CH2:35]3)[CH2:36][CH2:37]2)=[CH:8][C:7]=1[CH2:9][CH2:10][OH:11]. (3) Given the reactants [O:1]1[C:5]2([CH2:10][CH2:9][N:8]([C:11]3[CH:16]=[CH:15][C:14]([N+:17]([O-])=O)=[CH:13][C:12]=3[F:20])[CH2:7][CH2:6]2)[O:4][CH2:3][CH2:2]1.N[C@@H]1CCN(C2C=CC(N3C[C@H](COC4C=CON=4)OC3=O)=CC=2F)C1, predict the reaction product. The product is: [NH2:17][C:14]1[CH:15]=[CH:16][C:11]([N:8]2[CH2:9][CH2:10][C:5]3([O:1][CH2:2][CH2:3][O:4]3)[CH2:6][CH2:7]2)=[C:12]([F:20])[CH:13]=1. (4) Given the reactants C([O:3][C:4]([C:6]1[C:11]([NH2:12])=[N:10][C:9]([C:13]([F:16])([F:15])[F:14])=[C:8]([Cl:17])[N:7]=1)=[O:5])C.[OH-].[Na+].O.Cl, predict the reaction product. The product is: [NH2:12][C:11]1[C:6]([C:4]([OH:5])=[O:3])=[N:7][C:8]([Cl:17])=[C:9]([C:13]([F:14])([F:16])[F:15])[N:10]=1. (5) Given the reactants [C:1]([CH:5]1[CH2:10][CH2:9][CH:8]([NH:11][C:12]([C:14]2[CH:23]=[C:22]3[C:17]([CH:18]=[C:19]([C:30](O)=[O:31])[N:20]=[C:21]3[CH2:24][CH:25]3[CH2:29][CH2:28][CH2:27][CH2:26]3)=[CH:16][CH:15]=2)=[O:13])[CH2:7][CH2:6]1)([CH3:4])([CH3:3])[CH3:2].Cl.[CH3:34][O:35][C:36](=[O:43])[C@@H:37]([NH2:42])[C:38]([CH3:41])([CH3:40])[CH3:39].CN(C(ON1N=NC2C=CC=CC1=2)=[N+](C)C)C.F[P-](F)(F)(F)(F)F.CCN(C(C)C)C(C)C, predict the reaction product. The product is: [CH3:34][O:35][C:36](=[O:43])[C@@H:37]([NH:42][C:30]([C:19]1[N:20]=[C:21]([CH2:24][CH:25]2[CH2:26][CH2:27][CH2:28][CH2:29]2)[C:22]2[C:17]([CH:18]=1)=[CH:16][CH:15]=[C:14]([C:12](=[O:13])[NH:11][CH:8]1[CH2:9][CH2:10][CH:5]([C:1]([CH3:4])([CH3:3])[CH3:2])[CH2:6][CH2:7]1)[CH:23]=2)=[O:31])[C:38]([CH3:41])([CH3:40])[CH3:39]. (6) Given the reactants C(N(CCC)[C:5]1[CH:10]=[CH:9][C:8]([NH:11][C:12](=[O:27])[C:13]2[CH:18]=[CH:17][C:16]([CH2:19][NH:20][CH2:21][C:22]3[NH:23][CH:24]=[CH:25][N:26]=3)=[CH:15][CH:14]=2)=[CH:7][CH:6]=1)CC.[CH2:31]([O:33][C:34]1[C:35]([CH:40]=O)=[N:36][CH:37]=[CH:38][CH:39]=1)[CH3:32].[C:42]([BH3-])#[N:43].[Na+].C(=O)(O)[O-].[Na+], predict the reaction product. The product is: [CH2:6]([N:43]([CH2:42][C:5]1[CH:6]=[CH:7][C:8]([NH:11][C:12](=[O:27])[C:13]2[CH:14]=[CH:15][C:16]([CH2:19][N:20]([CH2:21][C:22]3[NH:23][CH:24]=[CH:25][N:26]=3)[CH2:40][C:35]3[C:34]([O:33][CH2:31][CH3:32])=[CH:39][CH:38]=[CH:37][N:36]=3)=[CH:17][CH:18]=2)=[CH:9][CH:10]=1)[CH2:7][CH2:8][CH3:9])[CH2:5][CH3:10]. (7) Given the reactants [Cl:1][C:2]1[CH:7]=[CH:6][C:5]([C:8]2[CH:9]=[C:10]([NH2:20])[CH:11]=[N:12][C:13]=2[O:14][CH2:15][C:16]([F:19])([F:18])[F:17])=[CH:4][CH:3]=1.[N:21]1[CH:26]=[CH:25][C:24]([C:27](O)=[O:28])=[N:23][CH:22]=1, predict the reaction product. The product is: [Cl:1][C:2]1[CH:3]=[CH:4][C:5]([C:8]2[CH:9]=[C:10]([NH:20][C:27]([C:24]3[CH:25]=[CH:26][N:21]=[CH:22][N:23]=3)=[O:28])[CH:11]=[N:12][C:13]=2[O:14][CH2:15][C:16]([F:17])([F:18])[F:19])=[CH:6][CH:7]=1.